This data is from Forward reaction prediction with 1.9M reactions from USPTO patents (1976-2016). The task is: Predict the product of the given reaction. (1) Given the reactants Cl.[Br:2][C:3]1[CH:8]=[CH:7][C:6]([C@H:9]2[CH2:14][CH2:13][NH:12][CH2:11][C@@H:10]2[CH3:15])=[CH:5][CH:4]=1.[NH2:16][C:17]1[CH:18]=[C:19]([CH:23]=[CH:24][C:25]=1[CH3:26])[C:20](O)=[O:21].C(N(CC)C(C)C)(C)C.CN(C(ON1N=NC2C=CC=CC1=2)=[N+](C)C)C.F[P-](F)(F)(F)(F)F, predict the reaction product. The product is: [NH2:16][C:17]1[CH:18]=[C:19]([C:20]([N:12]2[CH2:13][CH2:14][C@H:9]([C:6]3[CH:7]=[CH:8][C:3]([Br:2])=[CH:4][CH:5]=3)[C@@H:10]([CH3:15])[CH2:11]2)=[O:21])[CH:23]=[CH:24][C:25]=1[CH3:26]. (2) Given the reactants [C:1]([O:5][C:6](=[O:25])[CH2:7][CH:8]([NH:18][C:19]([O:21][CH2:22][CH:23]=[CH2:24])=[O:20])[CH:9]([OH:17])[CH2:10][C:11]1[CH:16]=[CH:15][CH:14]=[CH:13][CH:12]=1)([CH3:4])([CH3:3])[CH3:2].CC(OI1(OC(C)=O)(OC(C)=O)OC(=O)C2C=CC=CC1=2)=O.[OH-].[Na+], predict the reaction product. The product is: [C:1]([O:5][C:6](=[O:25])[CH2:7][CH:8]([NH:18][C:19]([O:21][CH2:22][CH:23]=[CH2:24])=[O:20])[C:9](=[O:17])[CH2:10][C:11]1[CH:16]=[CH:15][CH:14]=[CH:13][CH:12]=1)([CH3:4])([CH3:3])[CH3:2]. (3) The product is: [C:27]([NH:25][C:23]1[CH:22]=[CH:21][C:20]([CH3:26])=[C:19]([CH2:18][CH2:17][N:14]2[CH2:13][CH2:12][CH:11]([C:7]3[C:6]4[C:10](=[C:2]([Cl:1])[CH:3]=[CH:4][CH:5]=4)[NH:9][CH:8]=3)[CH2:16][CH2:15]2)[CH:24]=1)(=[O:34])[C:28]1[CH:33]=[CH:32][CH:31]=[CH:30][CH:29]=1. Given the reactants [Cl:1][C:2]1[CH:3]=[CH:4][CH:5]=[C:6]2[C:10]=1[NH:9][CH:8]=[C:7]2[CH:11]1[CH2:16][CH2:15][N:14]([CH2:17][CH2:18][C:19]2[CH:24]=[C:23]([NH2:25])[CH:22]=[CH:21][C:20]=2[CH3:26])[CH2:13][CH2:12]1.[C:27](Cl)(=[O:34])[C:28]1[CH:33]=[CH:32][CH:31]=[CH:30][CH:29]=1, predict the reaction product. (4) Given the reactants [Br:1][CH2:2][C:3](Br)=[O:4].[N+:6]([C:9]1[C:14]([CH2:15][OH:16])=[CH:13][C:12]([O:17][CH3:18])=[C:11]([O:19][CH3:20])[CH:10]=1)([O-:8])=[O:7].CCN(CC)CC.C(Cl)Cl, predict the reaction product. The product is: [Br:1][CH2:2][C:3]([O:16][CH2:15][C:14]1[CH:13]=[C:12]([O:17][CH3:18])[C:11]([O:19][CH3:20])=[CH:10][C:9]=1[N+:6]([O-:8])=[O:7])=[O:4]. (5) The product is: [CH3:10][O:11][C:12]1[CH:19]=[C:18]([O:20][CH3:21])[CH:17]=[CH:16][C:13]=1[CH2:14][NH:15][C:7]([C:6]1[N:2]([CH3:1])[N:3]=[CH:4][CH:5]=1)=[O:9]. Given the reactants [CH3:1][N:2]1[C:6]([C:7]([OH:9])=O)=[CH:5][CH:4]=[N:3]1.[CH3:10][O:11][C:12]1[CH:19]=[C:18]([O:20][CH3:21])[CH:17]=[CH:16][C:13]=1[CH2:14][NH2:15], predict the reaction product.